This data is from Full USPTO retrosynthesis dataset with 1.9M reactions from patents (1976-2016). The task is: Predict the reactants needed to synthesize the given product. (1) The reactants are: [CH3:1][C:2]1[CH:28]=[C:27]([CH3:29])[CH:26]=[CH:25][C:3]=1[C:4]([CH:6]1[CH2:10][CH2:9][C:8](=[O:11])[N:7]1[CH2:12][CH2:13][NH:14]C(=O)OCC1C=CC=CC=1)=O.Cl. Given the product [CH3:1][C:2]1[CH:28]=[C:27]([CH3:29])[CH:26]=[CH:25][C:3]=1[CH:4]1[NH:14][CH2:13][CH2:12][N:7]2[C:8](=[O:11])[CH2:9][CH2:10][CH:6]12, predict the reactants needed to synthesize it. (2) Given the product [C:1]([O:5][C:6](=[O:38])[CH2:7][O:8][C:9]1[C:14]2[CH2:15][CH2:16][CH2:17][CH2:18][CH:19]([N:20]([S:21]([C:24]3[CH:29]=[C:28]([C:30]([F:33])([F:32])[F:31])[CH:27]=[C:26]([S:34]([CH3:37])(=[O:36])=[O:35])[CH:25]=3)(=[O:22])=[O:23])[CH3:41])[C:13]=2[CH:12]=[CH:11][CH:10]=1)([CH3:4])([CH3:3])[CH3:2], predict the reactants needed to synthesize it. The reactants are: [C:1]([O:5][C:6](=[O:38])[CH2:7][O:8][C:9]1[C:14]2[CH2:15][CH2:16][CH2:17][CH2:18][CH:19]([NH:20][S:21]([C:24]3[CH:29]=[C:28]([C:30]([F:33])([F:32])[F:31])[CH:27]=[C:26]([S:34]([CH3:37])(=[O:36])=[O:35])[CH:25]=3)(=[O:23])=[O:22])[C:13]=2[CH:12]=[CH:11][CH:10]=1)([CH3:4])([CH3:3])[CH3:2].CI.[C:41]([O-])([O-])=O.[K+].[K+]. (3) Given the product [CH3:39][O:40][C:41]([C@@H:43]1[CH2:47][C@@H:46]([S:48]([C:51]2[CH:56]=[CH:55][CH:54]=[CH:53][C:52]=2[C:57]([F:60])([F:59])[F:58])(=[O:50])=[O:49])[CH2:45][N:44]1[C:61]1[N:103]([CH2:102][CH:101]([CH3:105])[CH3:100])[N:104]=[C:63]([CH3:64])[CH:62]=1)=[O:42], predict the reactants needed to synthesize it. The reactants are: C(C1(NC([C@@H]2C[C@@H](S(C3C=CC=CC=3C(F)(F)F)(=O)=O)CN2C2N(C3C=CC=CC=3)N=C(C)C=2)=O)CC1)#N.[CH3:39][O:40][C:41]([C@H:43]1[CH2:47][C@@H:46]([S:48]([C:51]2[CH:56]=[CH:55][CH:54]=[CH:53][C:52]=2[C:57]([F:60])([F:59])[F:58])(=[O:50])=[O:49])[CH2:45][N:44]1[C:61](=O)[CH2:62][C:63](=O)[CH3:64])=[O:42].COC1C=CC(P2(SP(C3C=CC(OC)=CC=3)(=S)S2)=S)=CC=1.CC1C=CC(S(O)(=O)=O)=CC=1.[CH3:100][CH:101]([CH3:105])[CH2:102][NH:103][NH2:104].COC([C@H]1C[C@@H](S(C2C=CC=CC=2C(F)(F)F)(=O)=O)CN1C1N(CC(C)C)N=C(C)C=1)=O. (4) Given the product [CH3:25][CH:24]([CH3:26])[CH2:23][CH2:22][CH2:21][CH2:20][O:18][C:15]1[CH:14]=[CH:13][C:12]([C:9]2[CH:8]=[CH:7][C:6]([C:4]([OH:3])=[O:5])=[CH:11][CH:10]=2)=[CH:17][CH:16]=1, predict the reactants needed to synthesize it. The reactants are: C([O:3][C:4]([C:6]1[CH:11]=[CH:10][C:9]([C:12]2[CH:17]=[CH:16][C:15]([OH:18])=[CH:14][CH:13]=2)=[CH:8][CH:7]=1)=[O:5])C.Br[CH2:20][CH2:21][CH2:22][CH2:23][CH:24]([CH3:26])[CH3:25]. (5) Given the product [F:22][C:20]([F:21])([F:23])[C:17]1[CH:16]=[CH:15][C:14]([C:13]2[C:7]3[O:6][CH:5]([CH2:4][NH2:1])[CH2:9][C:8]=3[CH:10]=[CH:11][CH:12]=2)=[CH:19][CH:18]=1, predict the reactants needed to synthesize it. The reactants are: [N:1]([CH2:4][CH:5]1[CH2:9][C:8]2[CH:10]=[CH:11][CH:12]=[C:13]([C:14]3[CH:19]=[CH:18][C:17]([C:20]([F:23])([F:22])[F:21])=[CH:16][CH:15]=3)[C:7]=2[O:6]1)=[N+]=[N-]. (6) Given the product [F:1][C:2]([F:9])([F:8])[CH2:3][CH2:4][C:5]([NH2:17])=[O:6], predict the reactants needed to synthesize it. The reactants are: [F:1][C:2]([F:9])([F:8])[CH2:3][CH2:4][C:5](O)=[O:6].C(Cl)(=O)C(Cl)=O.C[N:17](C=O)C.N.